This data is from Full USPTO retrosynthesis dataset with 1.9M reactions from patents (1976-2016). The task is: Predict the reactants needed to synthesize the given product. (1) Given the product [NH:26]1[CH:27]=[CH:28][C:24]([NH:23][C:15]2[N:14]=[C:13]([O:1][C:2]3[CH:3]=[CH:4][C:5]([NH:8][C:9](=[O:11])[CH3:10])=[CH:6][CH:7]=3)[C:22]3[C:17]([CH:16]=2)=[CH:18][CH:19]=[CH:20][CH:21]=3)=[N:25]1, predict the reactants needed to synthesize it. The reactants are: [OH:1][C:2]1[CH:7]=[CH:6][C:5]([NH:8][C:9](=[O:11])[CH3:10])=[CH:4][CH:3]=1.Cl[C:13]1[C:22]2[C:17](=[CH:18][CH:19]=[CH:20][CH:21]=2)[CH:16]=[C:15]([NH:23][C:24]2[CH:28]=[CH:27][NH:26][N:25]=2)[N:14]=1. (2) Given the product [C:25]1([N:31]2[C:6]([C:8]3[C:13](=[O:14])[CH:12]=[CH:11][N:10]([C:15]4[CH:20]=[CH:19][CH:18]=[C:17]([C:21]([F:24])([F:23])[F:22])[CH:16]=4)[N:9]=3)=[N:5][CH:4]=[N:2]2)[CH:30]=[CH:29][CH:28]=[CH:27][CH:26]=1, predict the reactants needed to synthesize it. The reactants are: C[N:2]([CH:4]=[N:5][C:6]([C:8]1[C:13](=[O:14])[CH:12]=[CH:11][N:10]([C:15]2[CH:20]=[CH:19][CH:18]=[C:17]([C:21]([F:24])([F:23])[F:22])[CH:16]=2)[N:9]=1)=O)C.[C:25]1([NH:31]N)[CH:30]=[CH:29][CH:28]=[CH:27][CH:26]=1. (3) Given the product [ClH:37].[F:1][C:2]1[CH:32]=[CH:31][C:5]([CH2:6][CH2:7][C:8]2[CH:13]=[CH:12][N:11]([C:14]3[CH:15]=[C:16]4[C:20](=[CH:21][CH:22]=3)[N:19]([CH2:23][CH2:24][N:25]3[CH2:29][CH2:28][CH2:27][CH2:26]3)[N:18]=[CH:17]4)[C:10](=[O:30])[CH:9]=2)=[CH:4][CH:3]=1, predict the reactants needed to synthesize it. The reactants are: [F:1][C:2]1[CH:32]=[CH:31][C:5](/[CH:6]=[CH:7]/[C:8]2[CH:13]=[CH:12][N:11]([C:14]3[CH:15]=[C:16]4[C:20](=[CH:21][CH:22]=3)[N:19]([CH2:23][CH2:24][N:25]3[CH2:29][CH2:28][CH2:27][CH2:26]3)[N:18]=[CH:17]4)[C:10](=[O:30])[CH:9]=2)=[CH:4][CH:3]=1.C([O-])=O.[NH4+].[ClH:37]. (4) Given the product [C:21]([O:20][C:18]([NH:17][C@@H:4]([CH2:5][C:6]1[C:11]([CH3:12])=[CH:10][C:9]([C:13](=[O:15])[NH2:14])=[CH:8][C:7]=1[CH3:16])[C:3]([OH:25])=[O:2])=[O:19])([CH3:24])([CH3:23])[CH3:22], predict the reactants needed to synthesize it. The reactants are: C[O:2][C:3](=[O:25])[C@@H:4]([NH:17][C:18]([O:20][C:21]([CH3:24])([CH3:23])[CH3:22])=[O:19])[CH2:5][C:6]1[C:11]([CH3:12])=[CH:10][C:9]([C:13](=[O:15])[NH2:14])=[CH:8][C:7]=1[CH3:16].[Li+].[OH-]. (5) Given the product [CH:8]([C:3]1[CH:2]=[CH:7][C:22]([O:21][CH3:20])=[C:23]([C:2]2[CH:7]=[CH:6][N:5]=[CH:4][C:3]=2[CH:8]=[O:9])[CH:4]=1)=[O:9], predict the reactants needed to synthesize it. The reactants are: Br[C:2]1[CH:7]=[CH:6][N:5]=[CH:4][C:3]=1[CH:8]=[O:9].P([O-])([O-])([O-])=O.[K+].[K+].[K+].O1[CH2:23][CH2:22][O:21][CH2:20]C1. (6) Given the product [OH:1][C:2]1[CH:3]=[C:4]([O:14][C:15]2[CH:16]=[N:17][C:18]([S:21]([CH3:24])(=[O:23])=[O:22])=[CH:19][CH:20]=2)[CH:5]=[C:6]2[C:10]=1[NH:9][C:8]([C:11]([O:13][CH3:27])=[O:12])=[CH:7]2, predict the reactants needed to synthesize it. The reactants are: [OH:1][C:2]1[CH:3]=[C:4]([O:14][C:15]2[CH:16]=[N:17][C:18]([S:21]([CH3:24])(=[O:23])=[O:22])=[CH:19][CH:20]=2)[CH:5]=[C:6]2[C:10]=1[NH:9][C:8]([C:11]([OH:13])=[O:12])=[CH:7]2.Cl.O.[CH3:27]O. (7) Given the product [Cl:1][C:2]1[CH:3]=[C:4]2[C:9](=[CH:10][C:11]=1[CH3:12])[N:8]([CH3:15])[C:7](=[O:13])[CH:6]=[CH:5]2, predict the reactants needed to synthesize it. The reactants are: [Cl:1][C:2]1[CH:3]=[C:4]2[C:9](=[CH:10][C:11]=1[CH3:12])[NH:8][C:7](=[O:13])[CH:6]=[CH:5]2.Cl[C:15]1C(C)=C2C(=CC=1)NC(=O)C=C2.C([O-])([O-])=O.[Cs+].[Cs+].IC. (8) Given the product [C:1]([O-:4])(=[O:3])[CH3:2].[Cr+3:5].[C:6]([O-:9])(=[O:8])[CH3:7].[C:10]([O-:13])(=[O:12])[CH3:11].[C:1]([O-:4])(=[O:3])[CH3:2].[Al+3:19].[C:1]([O-:4])(=[O:3])[CH3:2].[C:1]([O-:4])(=[O:3])[CH3:2], predict the reactants needed to synthesize it. The reactants are: [C:1]([O-:4])(=[O:3])[CH3:2].[Cr+3:5].[C:6]([O-:9])(=[O:8])[CH3:7].[C:10]([O-:13])(=[O:12])[CH3:11].B(O)(O)O.[Cr].[Al:19].[Cr].[Al].